This data is from CYP2C19 inhibition data for predicting drug metabolism from PubChem BioAssay. The task is: Regression/Classification. Given a drug SMILES string, predict its absorption, distribution, metabolism, or excretion properties. Task type varies by dataset: regression for continuous measurements (e.g., permeability, clearance, half-life) or binary classification for categorical outcomes (e.g., BBB penetration, CYP inhibition). Dataset: cyp2c19_veith. (1) The molecule is CS(=O)(=O)N1CCC2(CC1)CN(C(=O)Nc1cccc(F)c1)C2. The result is 0 (non-inhibitor). (2) The compound is Cc1ccc(Nc2ccc(-n3ccnc3)nn2)cc1C. The result is 1 (inhibitor).